Dataset: Catalyst prediction with 721,799 reactions and 888 catalyst types from USPTO. Task: Predict which catalyst facilitates the given reaction. (1) Reactant: [NH:1]1[C:9]2[C:4](=[CH:5][CH:6]=[C:7]([CH2:10][C:11]([NH:13][CH2:14][C:15]#[C:16][C:17]3[CH:22]=[CH:21][C:20]([O:23][C:24]([F:27])([F:26])[F:25])=[CH:19][CH:18]=3)=[O:12])[CH:8]=2)[CH:3]=[CH:2]1.[CH2:28]([O:30][C:31](=[O:34])[CH2:32]Br)[CH3:29].C(=O)([O-])[O-].[Cs+].[Cs+].[I-].[K+]. Product: [CH2:28]([O:30][C:31](=[O:34])[CH2:32][N:1]1[C:9]2[C:4](=[CH:5][CH:6]=[C:7]([CH2:10][C:11](=[O:12])[NH:13][CH2:14][C:15]#[C:16][C:17]3[CH:22]=[CH:21][C:20]([O:23][C:24]([F:25])([F:26])[F:27])=[CH:19][CH:18]=3)[CH:8]=2)[CH:3]=[CH:2]1)[CH3:29]. The catalyst class is: 10. (2) Product: [C:26]([O:29][C:30]([N:5]([CH2:6][C:7]1([CH2:12][OH:13])[CH2:8][CH2:9][CH2:10][CH2:11]1)[CH2:4][CH2:3][CH:2]([CH3:14])[CH3:1])=[O:31])([CH3:28])([CH3:27])[CH3:25]. Reactant: [CH3:1][CH:2]([CH3:14])[CH2:3][CH2:4][NH:5][CH2:6][C:7]1([CH2:12][OH:13])[CH2:11][CH2:10][CH2:9][CH2:8]1.C(Cl)Cl.CO.C([O-])(O)=O.[Na+].[CH3:25][C:26]([O:29][C:30](O[C:30]([O:29][C:26]([CH3:28])([CH3:27])[CH3:25])=[O:31])=[O:31])([CH3:28])[CH3:27]. The catalyst class is: 6. (3) Reactant: [NH2:1][C:2]1[C:7]([C:8]#[N:9])=[C:6]([NH:10][C@H:11]([C:13]2[N:22]([C:23]3[CH:28]=[CH:27][CH:26]=[CH:25][CH:24]=3)[C:21](=[O:29])[C:20]3[C:15](=[CH:16][CH:17]=[CH:18][C:19]=3[Cl:30])[N:14]=2)[CH3:12])[N:5]=[C:4](S(C)=O)[N:3]=1.[F-:34].C([N+](CCCC)(CCCC)CCCC)CCC. Product: [NH2:1][C:2]1[C:7]([C:8]#[N:9])=[C:6]([NH:10][C@H:11]([C:13]2[N:22]([C:23]3[CH:28]=[CH:27][CH:26]=[CH:25][CH:24]=3)[C:21](=[O:29])[C:20]3[C:15](=[CH:16][CH:17]=[CH:18][C:19]=3[Cl:30])[N:14]=2)[CH3:12])[N:5]=[C:4]([F:34])[N:3]=1. The catalyst class is: 20.